Dataset: Peptide-MHC class II binding affinity with 134,281 pairs from IEDB. Task: Regression. Given a peptide amino acid sequence and an MHC pseudo amino acid sequence, predict their binding affinity value. This is MHC class II binding data. (1) The peptide sequence is LGQTIRNSRWSSPDN. The MHC is HLA-DPA10201-DPB10101 with pseudo-sequence HLA-DPA10201-DPB10101. The binding affinity (normalized) is 0.181. (2) The peptide sequence is ARGYISTRVGMGEAA. The MHC is DRB4_0101 with pseudo-sequence DRB4_0103. The binding affinity (normalized) is 0.179. (3) The binding affinity (normalized) is 0.210. The MHC is DRB1_0802 with pseudo-sequence DRB1_0802. The peptide sequence is FVAGAKYMVIQGEPG. (4) The peptide sequence is SNMTQRVVIALLVLAKK. The MHC is DRB1_0801 with pseudo-sequence DRB1_0801. The binding affinity (normalized) is 0.580. (5) The peptide sequence is QSGFIAAAVLLSVLG. The MHC is HLA-DPA10301-DPB10402 with pseudo-sequence HLA-DPA10301-DPB10402. The binding affinity (normalized) is 0.0616.